From a dataset of Forward reaction prediction with 1.9M reactions from USPTO patents (1976-2016). Predict the product of the given reaction. (1) Given the reactants Cl.C[O:3][C:4](=[O:39])[C:5]1[CH:10]=[CH:9][C:8]([CH2:11][O:12][C:13]2[CH:18]=[CH:17][C:16]([CH2:19][C@H:20]([NH2:38])[C:21]3[N:22]([CH2:34][CH2:35][CH2:36][CH3:37])[CH:23]=[C:24]([C:26]4[CH:31]=[CH:30][C:29]([Cl:32])=[CH:28][C:27]=4[Cl:33])[N:25]=3)=[CH:15][CH:14]=2)=[CH:7][CH:6]=1.[CH:40]1([C:46](O)=[O:47])[CH2:45][CH2:44][CH2:43][CH2:42][CH2:41]1, predict the reaction product. The product is: [CH2:34]([N:22]1[CH:23]=[C:24]([C:26]2[CH:31]=[CH:30][C:29]([Cl:32])=[CH:28][C:27]=2[Cl:33])[N:25]=[C:21]1[C@@H:20]([NH:38][C:46]([CH:40]1[CH2:45][CH2:44][CH2:43][CH2:42][CH2:41]1)=[O:47])[CH2:19][C:16]1[CH:17]=[CH:18][C:13]([O:12][CH2:11][C:8]2[CH:7]=[CH:6][C:5]([C:4]([OH:3])=[O:39])=[CH:10][CH:9]=2)=[CH:14][CH:15]=1)[CH2:35][CH2:36][CH3:37]. (2) Given the reactants [CH2:1]([CH:9]1[CH2:14][CH2:13][NH:12][CH2:11][CH2:10]1)[CH2:2][C:3]1[CH:8]=[CH:7][CH:6]=[CH:5][CH:4]=1.[CH3:15][O:16][C:17]1[CH:25]=[CH:24][CH:23]=[CH:22][C:18]=1[CH2:19][CH2:20]Br.C([O-])([O-])=O.[K+].[K+], predict the reaction product. The product is: [CH3:15][O:16][C:17]1[CH:25]=[CH:24][CH:23]=[CH:22][C:18]=1[CH2:19][CH2:20][N:12]1[CH2:11][CH2:10][CH:9]([CH2:1][CH2:2][C:3]2[CH:8]=[CH:7][CH:6]=[CH:5][CH:4]=2)[CH2:14][CH2:13]1. (3) Given the reactants [F:1][C:2]([F:33])([F:32])[C:3]([C@H:16]1[CH2:21][CH2:20][C@H:19]([NH:22][S:23]([C:26]2[CH:31]=[CH:30][CH:29]=[CH:28][CH:27]=2)(=[O:25])=[O:24])[CH2:18][CH2:17]1)([O:8][Si](CC)(CC)CC)[C:4]([F:7])([F:6])[F:5].[Li]CCCC.[F:39][C:40]([F:51])([F:50])[CH2:41]OS(C(F)(F)F)(=O)=O, predict the reaction product. The product is: [F:39][C:40]([F:51])([F:50])[CH2:41][N:22]([C@H:19]1[CH2:18][CH2:17][C@H:16]([C:3]([OH:8])([C:2]([F:1])([F:33])[F:32])[C:4]([F:7])([F:5])[F:6])[CH2:21][CH2:20]1)[S:23]([C:26]1[CH:27]=[CH:28][CH:29]=[CH:30][CH:31]=1)(=[O:24])=[O:25].